Task: Predict the reactants needed to synthesize the given product.. Dataset: Full USPTO retrosynthesis dataset with 1.9M reactions from patents (1976-2016) (1) Given the product [I:1][C:2]1[CH:7]=[CH:6][C:5]2[N:8]([CH2:11][C:12]3[CH:22]=[CH:21][C:15]4[N:16]=[C:17]([S:19][CH3:20])[S:18][C:14]=4[CH:13]=3)[CH:9]=[N:23][C:4]=2[CH:3]=1, predict the reactants needed to synthesize it. The reactants are: [I:1][C:2]1[CH:7]=[CH:6][C:5]([N:8]([CH2:11][C:12]2[CH:22]=[CH:21][C:15]3[N:16]=[C:17]([S:19][CH3:20])[S:18][C:14]=3[CH:13]=2)[CH:9]=O)=[C:4]([N+:23]([O-])=O)[CH:3]=1. (2) Given the product [CH2:45]([C:47]1[CH:62]=[C:61]([C:63]2[N:66]=[C:37]([C:36]3[CH:40]=[C:41]([CH2:43][CH3:44])[CH:42]=[C:34]([CH:32]=[O:33])[CH:35]=3)[O:39][N:64]=2)[CH:60]=[C:59]([CH3:67])[C:48]=1[O:49][CH2:50][C@@H:51]([OH:58])[CH2:52][NH:53][C:54](=[O:57])[CH2:55][OH:56])[CH3:46], predict the reactants needed to synthesize it. The reactants are: C(C1C=C(C2ON=C(C3C=C(C)C(OCC(O)CNC(=O)CO)=C(C)C=3)N=2)C=CC=1)=O.[CH:32]([C:34]1[CH:35]=[C:36]([CH:40]=[C:41]([CH2:43][CH3:44])[CH:42]=1)[C:37]([OH:39])=O)=[O:33].[CH2:45]([C:47]1[CH:62]=[C:61]([C:63](=[NH:66])[NH:64]O)[CH:60]=[C:59]([CH3:67])[C:48]=1[O:49][CH2:50][C@@H:51]([OH:58])[CH2:52][NH:53][C:54](=[O:57])[CH2:55][OH:56])[CH3:46].